Dataset: Reaction yield outcomes from USPTO patents with 853,638 reactions. Task: Predict the reaction yield, written as a fraction of the theoretical maximum amount of product (1.0 means a 100% yield; for example, 0.34 means a 34% yield). The reactants are [CH2:1]([O:8][CH2:9][CH2:10][O:11][C:12]1[CH:18]=[CH:17][C:15]([NH2:16])=[CH:14][C:13]=1[C:19]([F:22])([F:21])[F:20])[C:2]1[CH:7]=[CH:6][CH:5]=[CH:4][CH:3]=1.[Br:23][C:24]1[CH:29]=[CH:28][C:27]([CH2:30][C:31](O)=[O:32])=[C:26]([F:34])[C:25]=1[F:35].CCN(C(C)C)C(C)C.CN(C(ON1N=NC2C=CC=NC1=2)=[N+](C)C)C.F[P-](F)(F)(F)(F)F.C([O-])(O)=O.[Na+]. The catalyst is C(Cl)Cl. The product is [CH2:1]([O:8][CH2:9][CH2:10][O:11][C:12]1[CH:18]=[CH:17][C:15]([NH:16][C:31](=[O:32])[CH2:30][C:27]2[CH:28]=[CH:29][C:24]([Br:23])=[C:25]([F:35])[C:26]=2[F:34])=[CH:14][C:13]=1[C:19]([F:20])([F:21])[F:22])[C:2]1[CH:3]=[CH:4][CH:5]=[CH:6][CH:7]=1. The yield is 0.299.